Dataset: Catalyst prediction with 721,799 reactions and 888 catalyst types from USPTO. Task: Predict which catalyst facilitates the given reaction. (1) Reactant: [C:1]([OH:7])([C:3]([F:6])([F:5])[F:4])=[O:2].[S:8]([O-:35])([O:11][N:12]1[C:18](=[O:19])[N:17]2[CH2:20][C@H:13]1[CH2:14][CH2:15][C@H:16]2[C:21]1[CH:25]=[C:24]([CH2:26][NH:27]C(OC(C)(C)C)=O)[O:23][N:22]=1)(=[O:10])=[O:9].[Na+]. Product: [S:8]([OH:35])([O:11][N:12]1[C:18](=[O:19])[N:17]2[CH2:20][C@H:13]1[CH2:14][CH2:15][C@H:16]2[C:21]1[CH:25]=[C:24]([CH2:26][NH2:27])[O:23][N:22]=1)(=[O:10])=[O:9].[C:1]([OH:7])([C:3]([F:6])([F:5])[F:4])=[O:2]. The catalyst class is: 343. (2) Reactant: C(=O)([O-])[O-].[K+].[K+].[OH:7][C:8]1[CH:9]=[C:10]([CH:20]=[C:21]([O:23][CH:24]([CH3:26])[CH3:25])[CH:22]=1)[C:11]([NH:13][C:14]1[CH:18]=[CH:17][N:16]([CH3:19])[N:15]=1)=[O:12].[CH2:27]([O:29][C:30](=[O:38])[C:31]1[CH:36]=[CH:35][C:34](F)=[CH:33][CH:32]=1)[CH3:28].CCOCC. Product: [CH3:25][CH:24]([O:23][C:21]1[CH:22]=[C:8]([O:7][C:34]2[CH:35]=[CH:36][C:31]([C:30]([O:29][CH2:27][CH3:28])=[O:38])=[CH:32][CH:33]=2)[CH:9]=[C:10]([C:11]([NH:13][C:14]2[CH:18]=[CH:17][N:16]([CH3:19])[N:15]=2)=[O:12])[CH:20]=1)[CH3:26]. The catalyst class is: 3. (3) Reactant: [CH:1]([CH:4]1[CH2:8][CH2:7][C:6](=[O:9])[CH2:5]1)([CH3:3])[CH3:2].[Br:10][C:11]1[CH:12]=[CH:13][C:14](O)=[C:15]([C:17](=[O:19])[CH3:18])[CH:16]=1.N1CCCC1. Product: [Br:10][C:11]1[CH:16]=[C:15]2[C:14](=[CH:13][CH:12]=1)[O:9][C:6]1([CH2:7][CH2:8][CH:4]([CH:1]([CH3:3])[CH3:2])[CH2:5]1)[CH2:18][C:17]2=[O:19]. The catalyst class is: 5. (4) Reactant: C(OC([N:8]1[CH2:13][CH2:12][CH2:11][CH:10]([C:14]2[N:18]=[C:17]([C:19]3[NH:20][CH:21]=[CH:22][CH:23]=3)[O:16][N:15]=2)[CH2:9]1)=O)(C)(C)C.[Cl:24]CCl. Product: [ClH:24].[NH:20]1[CH:21]=[CH:22][CH:23]=[C:19]1[C:17]1[O:16][N:15]=[C:14]([CH:10]2[CH2:11][CH2:12][CH2:13][NH:8][CH2:9]2)[N:18]=1. The catalyst class is: 33. (5) Reactant: [F:1][C:2]1[CH:7]=[CH:6][C:5]([CH2:8][C:9](=[O:37])[CH2:10][NH:11][C:12]([C:14]2[N:15]=[C:16]3[C:22]4([NH:25][C:26](=[O:32])[C:27]([N:29]([CH3:31])[CH3:30])=[O:28])[CH2:23][CH2:24][CH:19]([CH2:20][CH2:21]4)[CH2:18][N:17]3[C:33](=[O:36])[C:34]=2[OH:35])=[O:13])=[CH:4][CH:3]=1.C([O-])([O-])=O.[K+].[K+].Br[CH2:45][C:46]1[CH:51]=[CH:50][CH:49]=[CH:48][CH:47]=1.O. Product: [CH2:45]([O:35][C:34]1[C:33](=[O:36])[N:17]2[CH2:18][CH:19]3[CH2:24][CH2:23][C:22]([NH:25][C:26](=[O:32])[C:27]([N:29]([CH3:31])[CH3:30])=[O:28])([C:16]2=[N:15][C:14]=1[C:12](=[O:13])[NH:11][CH2:10][C:9](=[O:37])[CH2:8][C:5]1[CH:6]=[CH:7][C:2]([F:1])=[CH:3][CH:4]=1)[CH2:21][CH2:20]3)[C:46]1[CH:51]=[CH:50][CH:49]=[CH:48][CH:47]=1. The catalyst class is: 3.